From a dataset of Catalyst prediction with 721,799 reactions and 888 catalyst types from USPTO. Predict which catalyst facilitates the given reaction. (1) Product: [NH2:1][C:4]1[CH:5]=[C:6]2[C:10](=[CH:11][CH:12]=1)[N:9]([C:13]([O:15][C:16]([CH3:17])([CH3:18])[CH3:19])=[O:14])[C:8]([C:20]([O:22][CH2:23][CH3:24])=[O:21])=[CH:7]2. Reactant: [N+:1]([C:4]1[CH:5]=[C:6]2[C:10](=[CH:11][CH:12]=1)[N:9]([C:13]([O:15][C:16]([CH3:19])([CH3:18])[CH3:17])=[O:14])[C:8]([C:20]([O:22][CH2:23][CH3:24])=[O:21])=[CH:7]2)([O-])=O. The catalyst class is: 865. (2) Reactant: [Cl:1][C:2]1[C:7]([CH3:8])=[CH:6][C:5]([S:9]([NH:12][C:13]2[CH:14]=[C:15]([C:19]3[CH:24]=[CH:23][C:22]([C:25](O)=[O:26])=[CH:21][CH:20]=3)[CH:16]=[CH:17][CH:18]=2)(=[O:11])=[O:10])=[C:4]([CH3:28])[CH:3]=1.CN(C(ON1N=NC2C=CC=NC1=2)=[N+](C)C)C.F[P-](F)(F)(F)(F)F.C(N(CC)CC)C.[NH2:60][CH2:61][CH2:62][OH:63]. Product: [OH:63][CH2:62][CH2:61][NH:60][C:25]([C:22]1[CH:23]=[CH:24][C:19]([C:15]2[CH:16]=[CH:17][CH:18]=[C:13]([NH:12][S:9]([C:5]3[CH:6]=[C:7]([CH3:8])[C:2]([Cl:1])=[CH:3][C:4]=3[CH3:28])(=[O:11])=[O:10])[CH:14]=2)=[CH:20][CH:21]=1)=[O:26]. The catalyst class is: 656.